Dataset: Experimentally validated miRNA-target interactions with 360,000+ pairs, plus equal number of negative samples. Task: Binary Classification. Given a miRNA mature sequence and a target amino acid sequence, predict their likelihood of interaction. (1) The miRNA is hsa-miR-758-5p with sequence GAUGGUUGACCAGAGAGCACAC. The protein sequence of the target gene is MVQKKFCPRLLDYLVIVGARHPSSDSVAQTPELLRRYPLEDHPEFPLPPDVVFFCQPEGCLSVRQRRMSLRDDTSFVFTLTDKDTGVTRYGICVNFYRSFQKRMPKEKAEGGAGPRGKEGAHAPCASEEAATESSESGSTLQPPSADSTPDVNQSPRGKRRAKAGNRSRNSTLTSLCVLSHYPFFSTFRECLYTLKRLVDCCSERLLGKKPGIPRGVQRDTMWRIFTGSLLVEEKSSALLHDLREIEAWIYRLLRSPVPVSGQKRVDIEVLPQEVQQALTFALPDPSRFTLVDFPLHLPL.... Result: 0 (no interaction). (2) The miRNA is hsa-miR-3130-5p with sequence UACCCAGUCUCCGGUGCAGCC. The protein sequence of the target gene is MESKPSRIPRRISVQPSSSLSARMMSGSRGSSLNDTYHSRDSSFRLDSEYQSTSASASASPFQSAWYSESEITQGARSRSQNQQRDHDSKRPKLSCTNCTTSAGRNVGNGLNTLSDSSWRHSQVPRSSSMVLGSFGTDLMRERRDLERRTDSSISNLMDYSHRSGDFTTSSYVQDRVPSYSQGARPKENSMSTLQLNTSSTNHQLPSEHQTILSSRDSRNSLRSNFSSRESESSRSNTQPGFSYSSSRDEAPIISNSERVVSSQRPFQESSDNEGRRTTRRLLSRIASSMSSTFFSRRSS.... Result: 0 (no interaction). (3) The miRNA is hsa-miR-24-2-5p with sequence UGCCUACUGAGCUGAAACACAG. The protein sequence of the target gene is MLKSRLRMFLNELKLLVLTGGGRPRAEPQPRGGGGGGCGWAPFAGCSARDGDGDEEEYYGSEPRARGLAGDKEPRAGPPPPPAPPPPPPGALDALSLSSSLDSGLRTPQCRICFQGPEQGELLSPCRCDGSVRCTHQPCLIRWISERGSWSCELCYFKYQVLAISTKNPLQWQAISLTVIEKVQIAAIVLGSLFLVASISWLIWSSLSPSAKWQRQDLLFQICYGMYGFMDVVCIGLIVHEGSSVYRIFKRWQAVNQQWKVLNYDKTKDVGGDTGGGAAGKPGPRTSRTSPPAGAPTRPP.... Result: 0 (no interaction).